Task: Predict the product of the given reaction.. Dataset: Forward reaction prediction with 1.9M reactions from USPTO patents (1976-2016) (1) Given the reactants [N:1]([CH2:4][C@H:5]([N:15]([CH3:23])[C:16](=[O:22])[O:17][C:18]([CH3:21])([CH3:20])[CH3:19])[CH2:6][O:7]CC1C=CC=CC=1)=[N+]=[N-].[H][H].[C:26](Cl)([O:28][CH2:29][C:30]1[CH:35]=[CH:34][CH:33]=[CH:32][CH:31]=1)=[O:27].CCN(C(C)C)C(C)C, predict the reaction product. The product is: [CH2:29]([O:28][C:26](=[O:27])[NH:1][CH2:4][C@H:5]([N:15]([C:16]([O:17][C:18]([CH3:21])([CH3:20])[CH3:19])=[O:22])[CH3:23])[CH2:6][OH:7])[C:30]1[CH:35]=[CH:34][CH:33]=[CH:32][CH:31]=1. (2) Given the reactants [N:1]([C:4]1[CH:14]=[CH:13][C:7]([C:8]([N:10]([CH3:12])[CH3:11])=[O:9])=[CH:6][N:5]=1)=[N+]=[N-].C(OCC)(=O)C, predict the reaction product. The product is: [NH2:1][C:4]1[CH:14]=[CH:13][C:7]([C:8]([N:10]([CH3:12])[CH3:11])=[O:9])=[CH:6][N:5]=1. (3) Given the reactants [C:1]([O:5][CH2:6][CH2:7][CH2:8][CH3:9])(=[O:4])[CH:2]=[CH2:3].[C:10](O)(=O)C(C)=C.[N-]=C=O.NC(OCC)=O, predict the reaction product. The product is: [C:1]([O:5][CH2:6][CH2:7][CH2:8][CH3:9])(=[O:4])[C:2]([CH3:10])=[CH2:3]. (4) Given the reactants Cl[C:2]1[C:3]([O:8][CH:9]2[CH2:14][CH2:13][CH2:12][N:11]([C:15]3[CH:24]=[CH:23][C:22]4[C:17](=[CH:18][CH:19]=[CH:20][CH:21]=4)[N:16]=3)[CH2:10]2)=[N:4][CH:5]=[CH:6][N:7]=1.[NH:25]1[CH2:30][CH2:29][CH:28]([CH2:31][OH:32])[CH2:27][CH2:26]1.C([O-])([O-])=O.[K+].[K+].CC(O)C, predict the reaction product. The product is: [N:16]1[C:17]2[C:22](=[CH:21][CH:20]=[CH:19][CH:18]=2)[CH:23]=[CH:24][C:15]=1[N:11]1[CH2:12][CH2:13][CH2:14][CH:9]([O:8][C:3]2[C:2]([N:25]3[CH2:30][CH2:29][CH:28]([CH2:31][OH:32])[CH2:27][CH2:26]3)=[N:7][CH:6]=[CH:5][N:4]=2)[CH2:10]1. (5) Given the reactants [CH2:1]([C:8]1[O:9][C:10]2[CH:31]=[CH:30][CH:29]=[CH:28][C:11]=2[C:12]=1[C:13]1[CH:18]=[CH:17][C:16]([C:19]2[CH:24]=[C:23]([Br:25])[C:22]([OH:26])=[C:21]([Br:27])[CH:20]=2)=[CH:15][CH:14]=1)[C:2]1[CH:7]=[CH:6][CH:5]=[CH:4][CH:3]=1.[CH3:32][CH2:33][CH2:34][CH2:35][CH:36](O)[C:37]([O:39]CC)=[O:38], predict the reaction product. The product is: [CH2:1]([C:8]1[O:9][C:10]2[CH:31]=[CH:30][CH:29]=[CH:28][C:11]=2[C:12]=1[C:13]1[CH:18]=[CH:17][C:16]([C:19]2[CH:20]=[C:21]([Br:27])[C:22]([O:26][CH:36]([CH2:35][CH2:34][CH2:33][CH3:32])[C:37]([OH:39])=[O:38])=[C:23]([Br:25])[CH:24]=2)=[CH:15][CH:14]=1)[C:2]1[CH:3]=[CH:4][CH:5]=[CH:6][CH:7]=1.